Dataset: Catalyst prediction with 721,799 reactions and 888 catalyst types from USPTO. Task: Predict which catalyst facilitates the given reaction. (1) Reactant: [CH2:1]([N:8]1[CH2:12][CH:11]([C:13]2[CH:18]=[CH:17][CH:16]=[CH:15][C:14]=2[CH3:19])[CH:10]([NH2:20])[CH2:9]1)[C:2]1[CH:7]=[CH:6][CH:5]=[CH:4][CH:3]=1.[C:21]([O-])([O-])=O.[K+].[K+].ClC(OCC)=O.B. Product: [CH2:1]([N:8]1[CH2:12][C@@H:11]([C:13]2[CH:18]=[CH:17][CH:16]=[CH:15][C:14]=2[CH3:19])[C@H:10]([NH:20][CH3:21])[CH2:9]1)[C:2]1[CH:3]=[CH:4][CH:5]=[CH:6][CH:7]=1. The catalyst class is: 20. (2) Product: [CH3:1][O:2][C:3](=[O:28])[C:4]1[CH:9]=[C:8]([S:35][CH2:29][CH2:30][CH2:31][CH2:32][CH2:33][CH3:34])[CH:7]=[C:6]([C:11](=[O:27])[C:12]2[CH:17]=[CH:16][C:15]([N:18]([C:20]3[CH:25]=[CH:24][C:23]([Cl:26])=[CH:22][CH:21]=3)[CH3:19])=[CH:14][N:13]=2)[CH:5]=1. The catalyst class is: 187. Reactant: [CH3:1][O:2][C:3](=[O:28])[C:4]1[CH:9]=[C:8](I)[CH:7]=[C:6]([C:11](=[O:27])[C:12]2[CH:17]=[CH:16][C:15]([N:18]([C:20]3[CH:25]=[CH:24][C:23]([Cl:26])=[CH:22][CH:21]=3)[CH3:19])=[CH:14][N:13]=2)[CH:5]=1.[CH2:29]([SH:35])[CH2:30][CH2:31][CH2:32][CH2:33][CH3:34].C1(P(C2C=CC=CC=2)C2C=CC=CC=2OC2C=CC=CC=2P(C2C=CC=CC=2)C2C=CC=CC=2)C=CC=CC=1.CC(C)([O-])C.[K+].